Dataset: Catalyst prediction with 721,799 reactions and 888 catalyst types from USPTO. Task: Predict which catalyst facilitates the given reaction. (1) Reactant: C([NH:4][C:5]1[CH:10]=[CH:9][C:8]([C:11]2[CH:12]=[C:13]([N:17]3[C:22](=[O:23])[C:21]([CH2:24][C:25]4[CH:30]=[CH:29][CH:28]=[CH:27][CH:26]=4)=[N:20][C:19]4[CH:31]=[CH:32][CH:33]=[N:34][C:18]3=4)[CH:14]=[CH:15][CH:16]=2)=[CH:7][CH:6]=1)(=O)C.C(=O)(O)[O-].[Na+]. Product: [NH2:4][C:5]1[CH:10]=[CH:9][C:8]([C:11]2[CH:12]=[C:13]([N:17]3[C:22](=[O:23])[C:21]([CH2:24][C:25]4[CH:30]=[CH:29][CH:28]=[CH:27][CH:26]=4)=[N:20][C:19]4[CH:31]=[CH:32][CH:33]=[N:34][C:18]3=4)[CH:14]=[CH:15][CH:16]=2)=[CH:7][CH:6]=1. The catalyst class is: 33. (2) Reactant: [C:1]([O:5][C:6]([N:8]1[CH2:13][CH2:12][CH:11]([N:14]2[CH:18]=[C:17]([C:19]3[CH:20]=[N:21][C:22]([NH2:34])=[C:23](B4OC(C)(C)C(C)(C)O4)[CH:24]=3)[CH:16]=[N:15]2)[CH2:10][CH2:9]1)=[O:7])([CH3:4])([CH3:3])[CH3:2].[F:35][C:36]1[CH:45]=[CH:44][CH:43]=[C:42]2[C:37]=1[CH2:38][CH2:39][NH:40][CH2:41]2.N1C=CC=CC=1. Product: [C:1]([O:5][C:6]([N:8]1[CH2:9][CH2:10][CH:11]([N:14]2[CH:18]=[C:17]([C:19]3[CH:20]=[N:21][C:22]([NH2:34])=[C:23]([N:40]4[CH2:39][CH2:38][C:37]5[C:42](=[CH:43][CH:44]=[CH:45][C:36]=5[F:35])[CH2:41]4)[CH:24]=3)[CH:16]=[N:15]2)[CH2:12][CH2:13]1)=[O:7])([CH3:4])([CH3:2])[CH3:3]. The catalyst class is: 2.